From a dataset of Retrosynthesis with 50K atom-mapped reactions and 10 reaction types from USPTO. Predict the reactants needed to synthesize the given product. (1) Given the product OC(CNC1CCNCC1)COc1cccc2[nH]c3ccccc3c12, predict the reactants needed to synthesize it. The reactants are: OC(CNC1CCN(Cc2ccccc2)CC1)COc1cccc2[nH]c3ccccc3c12. (2) Given the product COCCCCc1cc(Br)ccc1OC, predict the reactants needed to synthesize it. The reactants are: COCCC=Cc1cc(Br)ccc1OC. (3) Given the product Cc1ccc(NCCOc2ccccc2)c([N+](=O)[O-])c1, predict the reactants needed to synthesize it. The reactants are: BrCCOc1ccccc1.Cc1ccc(N)c([N+](=O)[O-])c1. (4) Given the product BrCc1ccc2onc(OC3CCCCO3)c2c1, predict the reactants needed to synthesize it. The reactants are: Cc1ccc2onc(OC3CCCCO3)c2c1.O=C1CCC(=O)N1Br. (5) Given the product CCCCc1ccccc1C(=O)NN=CC=Cc1ccc([N+](=O)[O-])o1, predict the reactants needed to synthesize it. The reactants are: CCCCc1ccccc1C(=O)NN.O=CC=Cc1ccc([N+](=O)[O-])o1.